From a dataset of Reaction yield outcomes from USPTO patents with 853,638 reactions. Predict the reaction yield, written as a fraction of the theoretical maximum amount of product (1.0 means a 100% yield; for example, 0.34 means a 34% yield). The reactants are [NH2:1][C:2]1[CH:7]=[C:6]([C:8]([F:11])([F:10])[F:9])[N:5]=[CH:4][C:3]=1[OH:12].[CH2:13]([S:15][C:16]1[C:17]([C:26](O)=O)=[N:18][CH:19]=[C:20]([C:22]([F:25])([F:24])[F:23])[CH:21]=1)[CH3:14].[OH-].[Na+]. The catalyst is O. The product is [CH2:13]([S:15][C:16]1[C:17]([C:26]2[O:12][C:3]3[CH:4]=[N:5][C:6]([C:8]([F:11])([F:9])[F:10])=[CH:7][C:2]=3[N:1]=2)=[N:18][CH:19]=[C:20]([C:22]([F:25])([F:23])[F:24])[CH:21]=1)[CH3:14]. The yield is 0.340.